Dataset: Forward reaction prediction with 1.9M reactions from USPTO patents (1976-2016). Task: Predict the product of the given reaction. (1) Given the reactants [Cl:1][C:2]1[CH:3]=[C:4]([CH:8]=[CH:9][C:10]=1[CH:11]([CH3:25])[C:12]([C:18]1[CH:23]=[CH:22][N:21]=[C:20]([Cl:24])[CH:19]=1)([OH:17])[C:13]([F:16])([F:15])[F:14])[C:5](O)=[O:6].[CH3:26][O:27][C:28](=[O:37])[C:29]1[CH:34]=[CH:33][C:32]([NH:35][CH3:36])=[CH:31][CH:30]=1.C(N(C(C)C)C(C)C)C.C1CN([P+](Br)(N2CCCC2)N2CCCC2)CC1.F[P-](F)(F)(F)(F)F, predict the reaction product. The product is: [CH3:26][O:27][C:28](=[O:37])[C:29]1[CH:34]=[CH:33][C:32]([N:35]([C:5](=[O:6])[C:4]2[CH:8]=[CH:9][C:10]([CH:11]([CH3:25])[C:12]([C:18]3[CH:23]=[CH:22][N:21]=[C:20]([Cl:24])[CH:19]=3)([OH:17])[C:13]([F:16])([F:14])[F:15])=[C:2]([Cl:1])[CH:3]=2)[CH3:36])=[CH:31][CH:30]=1. (2) Given the reactants [CH2:1]([O:3][C:4](=[O:32])[CH2:5][N:6]([C@@H:20]1[CH2:26][CH2:25][CH2:24][CH2:23][CH:22](OS(C)(=O)=O)[CH2:21]1)[S:7]([C:10]1[CH:19]=[CH:18][C:17]2[C:12](=[CH:13][CH:14]=[CH:15][CH:16]=2)[CH:11]=1)(=[O:9])=[O:8])[CH3:2].C(=O)([O-])[O-].[Cs+].[Cs+].[I-].[Li+], predict the reaction product. The product is: [CH2:1]([O:3][C:4]([CH:5]1[C@H:22]2[CH2:21][CH:20]([CH2:26][CH2:25][CH2:24][CH2:23]2)[N:6]1[S:7]([C:10]1[CH:19]=[CH:18][C:17]2[C:12](=[CH:13][CH:14]=[CH:15][CH:16]=2)[CH:11]=1)(=[O:9])=[O:8])=[O:32])[CH3:2]. (3) Given the reactants [NH2:1][C:2]1[CH:7]=[C:6]([Cl:8])[CH:5]=[C:4](Cl)[N:3]=1.[C:10]([C:12]1[CH:17]=[CH:16][CH:15]=[CH:14][CH:13]=1)#[CH:11].C(N(CC)CC)C.C1COCC1, predict the reaction product. The product is: [Cl:8][C:6]1[CH:5]=[C:4]([C:11]#[C:10][C:12]2[CH:17]=[CH:16][CH:15]=[CH:14][CH:13]=2)[N:3]=[C:2]([NH2:1])[CH:7]=1. (4) Given the reactants [F:1][C@H:2]1[C@@H:7]([O:8][C:9]2[CH:16]=[CH:15][C:14]([C:17]3[N:22]=[C:21]([NH:23][C:24]4[CH:29]=[CH:28][C:27]([N:30]5[CH2:35][CH2:34][N:33]([CH:36]6[CH2:39][O:38][CH2:37]6)[CH2:32][CH2:31]5)=[CH:26][CH:25]=4)[N:20]=[CH:19][N:18]=3)=[CH:13][C:10]=2[C:11]#[N:12])[CH2:6][CH2:5][NH:4][CH2:3]1.C(N(CC)C(C)C)(C)C.CN(C(ON1N=NC2C=CC=NC1=2)=[N+](C)C)C.F[P-](F)(F)(F)(F)F.[CH3:73][C:74]1[CH:78]=[C:77]([C:79](O)=[O:80])[NH:76][N:75]=1, predict the reaction product. The product is: [F:1][C@H:2]1[C@@H:7]([O:8][C:9]2[CH:16]=[CH:15][C:14]([C:17]3[N:22]=[C:21]([NH:23][C:24]4[CH:29]=[CH:28][C:27]([N:30]5[CH2:31][CH2:32][N:33]([CH:36]6[CH2:39][O:38][CH2:37]6)[CH2:34][CH2:35]5)=[CH:26][CH:25]=4)[N:20]=[CH:19][N:18]=3)=[CH:13][C:10]=2[C:11]#[N:12])[CH2:6][CH2:5][N:4]([C:79]([C:77]2[NH:76][N:75]=[C:74]([CH3:73])[CH:78]=2)=[O:80])[CH2:3]1. (5) Given the reactants [Cl:1][C:2]1[CH:3]=[CH:4][C:5]([O:64][CH3:65])=[C:6]([C@@:8]2([F:63])[C:16]3[C:11](=[CH:12][C:13]([C:17]([F:20])([F:19])[F:18])=[CH:14][CH:15]=3)[N:10]([CH2:21][O:22][CH:23]3[C@H:28]([O:29]CC4C=CC=CC=4)[C@@H:27]([O:37]CC4C=CC=CC=4)[C@@H:26]([O:45]CC4C=CC=CC=4)[C@@H:25]([CH2:53][O:54]CC4C=CC=CC=4)[O:24]3)[C:9]2=[O:62])[CH:7]=1.C(O)C, predict the reaction product. The product is: [Cl:1][C:2]1[CH:3]=[CH:4][C:5]([O:64][CH3:65])=[C:6]([C@@:8]2([F:63])[C:16]3[C:11](=[CH:12][C:13]([C:17]([F:18])([F:19])[F:20])=[CH:14][CH:15]=3)[N:10]([CH2:21][O:22][CH:23]3[C@H:28]([OH:29])[C@@H:27]([OH:37])[C@H:26]([OH:45])[C@@H:25]([CH2:53][OH:54])[O:24]3)[C:9]2=[O:62])[CH:7]=1. (6) The product is: [Cl:1][C:2]1[CH:3]=[C:4]([O:11][CH2:16][CH2:15][CH2:14][O:13][CH3:12])[CH:5]=[C:6]([F:10])[C:7]=1[CH2:8][OH:9]. Given the reactants [Cl:1][C:2]1[CH:3]=[C:4]([OH:11])[CH:5]=[C:6]([F:10])[C:7]=1[CH2:8][OH:9].[CH3:12][O:13][CH2:14][CH2:15][CH2:16]OS(C1C=CC(C)=CC=1)(=O)=O, predict the reaction product.